Dataset: Forward reaction prediction with 1.9M reactions from USPTO patents (1976-2016). Task: Predict the product of the given reaction. (1) Given the reactants [C:1]([C:5]1[CH:12]=[CH:11][C:8]([C:9]#[N:10])=[C:7]([OH:13])[CH:6]=1)([CH3:4])([CH3:3])[CH3:2].CC(C)([O-])C.[K+].Br[C:21]1[S:22][CH:23]=[C:24]([C:26]([NH:28][C:29]2[C:30]([O:51][CH3:52])=[N:31][C:32]([NH:37][CH2:38][CH2:39][N:40]([CH:48]([CH3:50])[CH3:49])[C:41](=[O:47])[O:42][C:43]([CH3:46])([CH3:45])[CH3:44])=[N:33][C:34]=2[O:35][CH3:36])=[O:27])[N:25]=1, predict the reaction product. The product is: [C:1]([C:5]1[CH:12]=[CH:11][C:8]([C:9]#[N:10])=[C:7]([CH:6]=1)[O:13][C:21]1[S:22][CH:23]=[C:24]([C:26]([NH:28][C:29]2[C:30]([O:51][CH3:52])=[N:31][C:32]([NH:37][CH2:38][CH2:39][N:40]([CH:48]([CH3:49])[CH3:50])[C:41](=[O:47])[O:42][C:43]([CH3:45])([CH3:46])[CH3:44])=[N:33][C:34]=2[O:35][CH3:36])=[O:27])[N:25]=1)([CH3:4])([CH3:2])[CH3:3]. (2) Given the reactants [CH2:1]([N:5]1[C:13]2[N:12]=[CH:11][NH:10][C:9]=2[C:8](=[O:14])[N:7]([CH3:15])[C:6]1=[O:16])[CH:2]([CH3:4])[CH3:3].[Br:17][CH2:18][CH2:19]N.[OH-].[Na+], predict the reaction product. The product is: [Br:17][CH2:18][CH2:19][N:10]1[C:9]2[C:8](=[O:14])[N:7]([CH3:15])[C:6](=[O:16])[N:5]([CH2:1][CH:2]([CH3:4])[CH3:3])[C:13]=2[N:12]=[CH:11]1. (3) Given the reactants [Br:1][C:2]1[C:3]2[N:4]([C:9](=[O:12])[NH:10][N:11]=2)[CH:5]=[CH:6][C:7]=1[Cl:8].Cl[CH2:14][C:15]1[C:16]([CH3:25])=[N:17][C:18]([C:21]([F:24])([F:23])[F:22])=[CH:19][CH:20]=1.C(=O)([O-])[O-].[K+].[K+], predict the reaction product. The product is: [Br:1][C:2]1[C:3]2[N:4]([C:9](=[O:12])[N:10]([CH2:14][C:15]3[C:16]([CH3:25])=[N:17][C:18]([C:21]([F:24])([F:22])[F:23])=[CH:19][CH:20]=3)[N:11]=2)[CH:5]=[CH:6][C:7]=1[Cl:8].